Dataset: Reaction yield outcomes from USPTO patents with 853,638 reactions. Task: Predict the reaction yield, written as a fraction of the theoretical maximum amount of product (1.0 means a 100% yield; for example, 0.34 means a 34% yield). (1) The reactants are [H-].[Na+].[CH3:3][C:4]1[C:12]2[C:7](=[CH:8][CH:9]=[CH:10][CH:11]=2)[NH:6][CH:5]=1.I[CH3:14]. The catalyst is CN(C=O)C. The product is [CH3:14][N:6]1[C:7]2[C:12](=[CH:11][CH:10]=[CH:9][CH:8]=2)[C:4]([CH3:3])=[CH:5]1. The yield is 0.590. (2) The reactants are [C:1]1([C:7]2([C:13]3[CH:18]=[CH:17][CH:16]=[CH:15][CH:14]=3)[CH2:12][CH2:11][NH:10][CH2:9][CH2:8]2)[CH:6]=[CH:5][CH:4]=[CH:3][CH:2]=1.[CH:19]([C:21]1[CH:36]=[CH:35][C:24]([O:25][C:26]2[CH:34]=[CH:33][C:29]([C:30]([NH2:32])=[O:31])=[CH:28][N:27]=2)=[CH:23][CH:22]=1)=O.C(O[BH-](OC(=O)C)OC(=O)C)(=O)C.[Na+].C(O)(=O)C. The catalyst is ClCCCl.CO.C(Cl)Cl. The product is [C:1]1([C:7]2([C:13]3[CH:18]=[CH:17][CH:16]=[CH:15][CH:14]=3)[CH2:8][CH2:9][N:10]([CH2:19][C:21]3[CH:36]=[CH:35][C:24]([O:25][C:26]4[CH:34]=[CH:33][C:29]([C:30]([NH2:32])=[O:31])=[CH:28][N:27]=4)=[CH:23][CH:22]=3)[CH2:11][CH2:12]2)[CH:2]=[CH:3][CH:4]=[CH:5][CH:6]=1. The yield is 0.450. (3) The reactants are [CH2:1]([O:5][C:6]1([C:30]2[CH:35]=[CH:34][CH:33]=[CH:32][C:31]=2[CH3:36])[CH2:9][N:8]([C:10](=[O:29])[C@H:11]([NH:21]C(=O)OC(C)(C)C)[CH2:12][C:13]2[CH:18]=[CH:17][C:16]([O:19][CH3:20])=[CH:15][CH:14]=2)[CH2:7]1)[C:2]#[C:3][CH3:4].Cl. The catalyst is C(OCC)(=O)C. The product is [NH2:21][C@H:11]([CH2:12][C:13]1[CH:14]=[CH:15][C:16]([O:19][CH3:20])=[CH:17][CH:18]=1)[C:10]([N:8]1[CH2:7][C:6]([O:5][CH2:1][C:2]#[C:3][CH3:4])([C:30]2[CH:35]=[CH:34][CH:33]=[CH:32][C:31]=2[CH3:36])[CH2:9]1)=[O:29]. The yield is 1.00. (4) The reactants are Cl[C:2]1[O:3][C:4]2[CH:10]=[CH:9][C:8]([N+:11]([O-:13])=[O:12])=[CH:7][C:5]=2[N:6]=1.C([Sn](CCCC)(CCCC)[C:19]1[S:20][CH:21]=[CH:22][CH:23]=1)CCC.C(OCC)(=O)C. The catalyst is O1CCOCC1.C1C=CC([P]([Pd]([P](C2C=CC=CC=2)(C2C=CC=CC=2)C2C=CC=CC=2)([P](C2C=CC=CC=2)(C2C=CC=CC=2)C2C=CC=CC=2)[P](C2C=CC=CC=2)(C2C=CC=CC=2)C2C=CC=CC=2)(C2C=CC=CC=2)C2C=CC=CC=2)=CC=1. The product is [N+:11]([C:8]1[CH:9]=[CH:10][C:4]2[O:3][C:2]([C:19]3[S:20][CH:21]=[CH:22][CH:23]=3)=[N:6][C:5]=2[CH:7]=1)([O-:13])=[O:12]. The yield is 0.0200. (5) The reactants are B(OS(C(F)(F)F)(=O)=O)(CCCC)CCCC.[CH:18]([C@H:21]1[CH2:25][O:24][C:23](=[O:26])[N:22]1[C:27](=[O:36])[CH2:28][CH2:29][C:30]1[CH:35]=[CH:34][CH:33]=[CH:32][CH:31]=1)([CH3:20])[CH3:19].CCN(C(C)C)C(C)C.[CH2:46]([O:53][C@H:54]1[CH2:58][N:57]([C:59]([O:61][C:62]([CH3:65])([CH3:64])[CH3:63])=[O:60])[C@H:56]([CH:66]=[O:67])[CH2:55]1)[C:47]1[CH:52]=[CH:51][CH:50]=[CH:49][CH:48]=1.P([O-])([O-])([O-])=O.OO. The catalyst is C(Cl)Cl. The product is [CH2:29]([C@H:28]([C:27]([N:22]1[C@@H:21]([CH:18]([CH3:20])[CH3:19])[CH2:25][O:24][C:23]1=[O:26])=[O:36])[C@@H:66]([CH:56]1[CH2:55][C@@H:54]([O:53][CH2:46][C:47]2[CH:48]=[CH:49][CH:50]=[CH:51][CH:52]=2)[CH2:58][N:57]1[C:59]([O:61][C:62]([CH3:65])([CH3:64])[CH3:63])=[O:60])[OH:67])[C:30]1[CH:31]=[CH:32][CH:33]=[CH:34][CH:35]=1. The yield is 0.650. (6) The reactants are [CH2:1]([O:8][C:9](=[O:22])[NH:10][CH2:11][CH2:12][CH2:13][CH2:14][C:15]1[CH:20]=[CH:19][C:18]([OH:21])=[CH:17][CH:16]=1)[C:2]1[CH:7]=[CH:6][CH:5]=[CH:4][CH:3]=1.Br[CH2:24][CH2:25][CH2:26][C:27]#[N:28].C(=O)([O-])[O-].[K+].[K+]. The product is [CH2:1]([O:8][C:9](=[O:22])[NH:10][CH2:11][CH2:12][CH2:13][CH2:14][C:15]1[CH:20]=[CH:19][C:18]([O:21][CH2:24][CH2:25][CH2:26][C:27]#[N:28])=[CH:17][CH:16]=1)[C:2]1[CH:7]=[CH:6][CH:5]=[CH:4][CH:3]=1. The catalyst is CN(C=O)C. The yield is 0.750. (7) The reactants are O[C@@H:2]([C:22]([CH3:25])([CH3:24])[CH3:23])[C@@H:3]([NH:7][C:8]([O:10][CH2:11][CH2:12][CH2:13][CH2:14][CH2:15][C:16]1[CH:21]=[CH:20][CH:19]=[CH:18][CH:17]=1)=[O:9])[C:4]([OH:6])=[O:5].CCN(CC)CC.CN(C(ON1N=NC2C=CC=CC1=2)=[N+](C)C)C.[B-](F)(F)(F)F. The catalyst is C(Cl)Cl. The product is [C:16]1([CH2:15][CH2:14][CH2:13][CH2:12][CH2:11][O:10][C:8](=[O:9])[NH:7][C@H:3]2[C:4](=[O:6])[O:5][C@H:2]2[C:22]([CH3:25])([CH3:24])[CH3:23])[CH:21]=[CH:20][CH:19]=[CH:18][CH:17]=1. The yield is 0.380.